From a dataset of Catalyst prediction with 721,799 reactions and 888 catalyst types from USPTO. Predict which catalyst facilitates the given reaction. (1) Reactant: [C:1]([C:3]1[CH:8]=[CH:7][C:6]([C:9]2[O:13][C:12]([NH:14][C:15]3[CH:16]=[C:17]([NH:21][S:22]([CH3:25])(=[O:24])=[O:23])[CH:18]=[CH:19][CH:20]=3)=[N:11][CH:10]=2)=[CH:5][CH:4]=1)#[N:2].[N-:26]=[N+:27]=[N-:28].[Na+].[Cl-].[NH4+].O. Product: [NH:26]1[C:1]([C:3]2[CH:8]=[CH:7][C:6]([C:9]3[O:13][C:12]([NH:14][C:15]4[CH:16]=[C:17]([NH:21][S:22]([CH3:25])(=[O:24])=[O:23])[CH:18]=[CH:19][CH:20]=4)=[N:11][CH:10]=3)=[CH:5][CH:4]=2)=[N:2][N:28]=[N:27]1. The catalyst class is: 3. (2) Reactant: [Cl:1][C:2]1[CH:3]=[CH:4][C:5]([O:36][CH:37]([F:39])[F:38])=[C:6]([C:8]2[C:12]([NH:13][C:14]([C:16]3[CH:17]=[N:18][N:19]4[CH:24]=[CH:23][CH:22]=[N:21][C:20]=34)=[O:15])=[CH:11][N:10]([CH2:25][C:26]([N:28]3[CH2:33][CH2:32][CH:31]([NH:34][CH3:35])[CH2:30][CH2:29]3)=[O:27])[N:9]=2)[CH:7]=1.CCN(C(C)C)C(C)C.FC(F)(F)S(O[CH2:55][CH:56]1[CH2:60][CH2:59][C:58](=[O:61])[O:57]1)(=O)=O. Product: [Cl:1][C:2]1[CH:3]=[CH:4][C:5]([O:36][CH:37]([F:38])[F:39])=[C:6]([C:8]2[C:12]([NH:13][C:14]([C:16]3[CH:17]=[N:18][N:19]4[CH:24]=[CH:23][CH:22]=[N:21][C:20]=34)=[O:15])=[CH:11][N:10]([CH2:25][C:26]([N:28]3[CH2:29][CH2:30][CH:31]([N:34]([CH3:35])[CH2:55][CH:56]4[CH2:60][CH2:59][C:58](=[O:61])[O:57]4)[CH2:32][CH2:33]3)=[O:27])[N:9]=2)[CH:7]=1. The catalyst class is: 23. (3) Reactant: [CH3:1][O:2][C@H:3]1[C@@H:8]([NH:9][C:10](=[O:19])[O:11][CH2:12][C:13]2[CH:18]=[CH:17][CH:16]=[CH:15][CH:14]=2)[CH2:7][CH2:6][NH:5][CH2:4]1.[N:20]1([C:25](N2C=CN=C2)=[S:26])[CH:24]=[CH:23][N:22]=[CH:21]1.Cl. Product: [N:20]1([C:25]([N:5]2[CH2:6][CH2:7][C@H:8]([NH:9][C:10](=[O:19])[O:11][CH2:12][C:13]3[CH:18]=[CH:17][CH:16]=[CH:15][CH:14]=3)[C@H:3]([O:2][CH3:1])[CH2:4]2)=[S:26])[CH:24]=[CH:23][N:22]=[CH:21]1. The catalyst class is: 1. (4) Reactant: S1C=CC(C(Cl)=O)=C1.[S:9]1[CH:13]=[CH:12][C:11]([C:14]([N:16]=[C:17]=[S:18])=[O:15])=[CH:10]1.[CH3:19][O:20][C:21]1[CH:22]=[C:23]2[C:28](=[CH:29][C:30]=1[O:31][CH3:32])[N:27]=[CH:26][CH:25]=[C:24]2[O:33][C:34]1[CH:40]=[CH:39][C:37]([NH2:38])=[CH:36][CH:35]=1.C1(C)C=CC=CC=1. Product: [S:9]1[CH:13]=[CH:12][C:11]([C:14]([N:16]=[C:17]=[S:18])=[O:15])=[CH:10]1.[CH3:19][O:20][C:21]1[CH:22]=[C:23]2[C:28](=[CH:29][C:30]=1[O:31][CH3:32])[N:27]=[CH:26][CH:25]=[C:24]2[O:33][C:34]1[CH:35]=[CH:36][C:37]([NH:38][C:17]([NH:16][C:14]([C:11]2[CH:12]=[CH:13][S:9][CH:10]=2)=[O:15])=[S:18])=[CH:39][CH:40]=1. The catalyst class is: 8. (5) Reactant: [O:1]=[C:2]1[CH:6]=[CH:5][C:4](=[O:7])[N:3]1[CH2:8][CH2:9][CH2:10][CH2:11][CH2:12][CH2:13][C:14]([OH:16])=O.CN(C(ON1N=NC2C=CC=NC1=2)=[N+](C)C)C.F[P-](F)(F)(F)(F)F.CCN(C(C)C)C(C)C.FC(F)(F)C(O)=O.[CH3:57][NH:58][C:59]([CH3:107])([C:61]([NH:63][C@H:64]([C:68]([N:70]([C@@H:72]([C@@H:103]([CH3:106])[CH2:104][CH3:105])[C@H:73]([O:101][CH3:102])[CH2:74][C:75]([N:77]1[CH2:81][CH2:80][CH2:79][C@H:78]1[C@H:82]([O:99][CH3:100])[C@@H:83]([CH3:98])[C:84]([NH:86][C@H:87]([C:95]([OH:97])=[O:96])[CH2:88][C:89]1[CH:94]=[CH:93][CH:92]=[CH:91][CH:90]=1)=[O:85])=[O:76])[CH3:71])=[O:69])[CH:65]([CH3:67])[CH3:66])=[O:62])[CH3:60]. Product: [O:7]=[C:4]1[CH:5]=[CH:6][C:2](=[O:1])[N:3]1[CH2:8][CH2:9][CH2:10][CH2:11][CH2:12][CH2:13][C:14]([N:58]([CH3:57])[C:59]([CH3:107])([C:61]([NH:63][C@H:64]([C:68]([N:70]([C@@H:72]([C@@H:103]([CH3:106])[CH2:104][CH3:105])[C@H:73]([O:101][CH3:102])[CH2:74][C:75]([N:77]1[CH2:81][CH2:80][CH2:79][C@H:78]1[C@H:82]([O:99][CH3:100])[C@@H:83]([CH3:98])[C:84]([NH:86][C@H:87]([C:95]([OH:97])=[O:96])[CH2:88][C:89]1[CH:94]=[CH:93][CH:92]=[CH:91][CH:90]=1)=[O:85])=[O:76])[CH3:71])=[O:69])[CH:65]([CH3:66])[CH3:67])=[O:62])[CH3:60])=[O:16]. The catalyst class is: 174. (6) Reactant: C([O:3][C:4]([C@@H:6]1[CH2:15][C@H:14]2[C@@H:9]([CH2:10][CH2:11][C@H:12]([O:16][C:17]3[CH:22]=[C:21]([N:23]4[CH:27]=[CH:26][CH:25]=[N:24]4)[CH:20]=[CH:19][C:18]=3[C:28]3[N:29]=[N:30][NH:31][N:32]=3)[CH2:13]2)[CH2:8][N:7]1[C:33]([O:35][C:36]([CH3:39])([CH3:38])[CH3:37])=[O:34])=[O:5])C.[OH-].[Na+]. Product: [C:36]([O:35][C:33]([N:7]1[C@H:6]([C:4]([OH:5])=[O:3])[CH2:15][C@H:14]2[C@@H:9]([CH2:10][CH2:11][C@H:12]([O:16][C:17]3[CH:22]=[C:21]([N:23]4[CH:27]=[CH:26][CH:25]=[N:24]4)[CH:20]=[CH:19][C:18]=3[C:28]3[N:29]=[N:30][NH:31][N:32]=3)[CH2:13]2)[CH2:8]1)=[O:34])([CH3:39])([CH3:37])[CH3:38]. The catalyst class is: 5. (7) Reactant: Cl.[CH3:2][CH:3]1[CH2:7][CH2:6][CH2:5][CH:4]1[NH2:8].[CH3:9][S:10](Cl)(=[O:12])=[O:11]. Product: [CH3:2][CH:3]1[CH2:7][CH2:6][CH2:5][CH:4]1[NH:8][S:10]([CH3:9])(=[O:12])=[O:11]. The catalyst class is: 13.